This data is from Full USPTO retrosynthesis dataset with 1.9M reactions from patents (1976-2016). The task is: Predict the reactants needed to synthesize the given product. The reactants are: [NH2:1][C:2]1[N:3]=[C:4](O)[C:5]2[CH2:11][O:10][CH2:9][CH2:8][C:6]=2[N:7]=1.P(Cl)(Cl)([Cl:15])=O. Given the product [Cl:15][C:4]1[C:5]2[CH2:11][O:10][CH2:9][CH2:8][C:6]=2[N:7]=[C:2]([NH2:1])[N:3]=1, predict the reactants needed to synthesize it.